From a dataset of Forward reaction prediction with 1.9M reactions from USPTO patents (1976-2016). Predict the product of the given reaction. (1) Given the reactants [OH:1][CH2:2][CH2:3][O:4][P:5]([CH2:11][C:12]1[CH:17]=[CH:16][C:15]([NH2:18])=[C:14]([O:19][CH3:20])[CH:13]=1)(=[O:10])[O:6][CH2:7][CH2:8][OH:9].Cl[C:22]1[N:27]=[C:26]([NH:28][C:29]2[CH:38]=[CH:37][CH:36]=[CH:35][C:30]=2[C:31]([NH:33][CH3:34])=[O:32])[C:25]([C:39]([F:42])([F:41])[F:40])=[CH:24][N:23]=1, predict the reaction product. The product is: [OH:9][CH2:8][CH2:7][O:6][P:5]([CH2:11][C:12]1[CH:17]=[CH:16][C:15]([NH:18][C:22]2[N:27]=[C:26]([NH:28][C:29]3[CH:38]=[CH:37][CH:36]=[CH:35][C:30]=3[C:31](=[O:32])[NH:33][CH3:34])[C:25]([C:39]([F:42])([F:40])[F:41])=[CH:24][N:23]=2)=[C:14]([O:19][CH3:20])[CH:13]=1)(=[O:10])[O:4][CH2:3][CH2:2][OH:1]. (2) Given the reactants [O:1]=[C:2]1[CH2:13][CH2:12][CH:11]=[CH:10][CH2:9][C@@H:8]([NH:14][C:15](=[O:17])[CH3:16])[C:7](=[O:18])[O:6][CH2:5][C@@H:4]([C:19]2[CH:24]=[CH:23][CH:22]=[CH:21][CH:20]=2)[NH:3]1.I[CH3:26].[H-].[Na+], predict the reaction product. The product is: [O:1]=[C:2]1[CH2:13][CH2:12][CH:11]=[CH:10][CH2:9][C@@H:8]([N:14]([CH3:26])[C:15](=[O:17])[CH3:16])[C:7](=[O:18])[O:6][CH2:5][C@@H:4]([C:19]2[CH:24]=[CH:23][CH:22]=[CH:21][CH:20]=2)[NH:3]1. (3) Given the reactants Cl[C:2]1[N:7]=[CH:6][N:5]=[C:4]([NH:8][C:9]2[CH:14]=[CH:13][C:12]([N:15]3[CH2:20][CH2:19][N:18]([C:21]([O:23][C:24]([CH3:27])([CH3:26])[CH3:25])=[O:22])[CH2:17][CH2:16]3)=[CH:11][CH:10]=2)[N:3]=1.[F:28][C@H:29]1[C@@H:34]([O:35][C:36]2[CH:43]=[CH:42][C:41](B3OC(C)(C)C(C)(C)O3)=[CH:40][C:37]=2[C:38]#[N:39])[CH2:33][CH2:32][N:31]([C:53](=[O:57])[C@@H:54]([OH:56])[CH3:55])[CH2:30]1.[C:58](=[O:61])([O-])[O-].[Na+].[Na+].[CH3:64]OCCOC, predict the reaction product. The product is: [C:38]([C:37]1[CH:40]=[C:41]([C:2]2[N:7]=[CH:6][N:5]=[C:4]([NH:8][C:9]3[CH:14]=[CH:13][C:12]([N:15]4[CH2:20][CH2:19][N:18]([C:21]([O:23][C:24]([CH3:27])([CH3:26])[CH3:25])=[O:22])[CH2:17][C@@H:16]4[CH3:64])=[C:11]([O:61][CH3:58])[CH:10]=3)[N:3]=2)[CH:42]=[CH:43][C:36]=1[O:35][C@H:34]1[CH2:33][CH2:32][N:31]([C:53](=[O:57])[C@@H:54]([OH:56])[CH3:55])[CH2:30][C@H:29]1[F:28])#[N:39]. (4) Given the reactants [NH:1]=[C:2]([NH:8][C:9](=[O:15])OC(C)(C)C)[C:3]1[S:4][CH:5]=[CH:6][CH:7]=1.[C:16](OCC)(=O)[C:17]#C.C([O-])([O-])=O.[K+].[K+], predict the reaction product. The product is: [S:4]1[CH:5]=[CH:6][CH:7]=[C:3]1[C:2]1[N:8]=[C:9]([OH:15])[CH:17]=[CH:16][N:1]=1. (5) Given the reactants C(=O)([O-])[O-].[Na+].[Na+].FC(F)(F)S(O[C:13]1[CH2:14][O:15][CH2:16][CH2:17][CH:18]=1)(=O)=O.[F:21][C:22]1[C:27](B(O)O)=[CH:26][CH:25]=[CH:24][N:23]=1, predict the reaction product. The product is: [O:15]1[CH2:16][CH2:17][CH:18]=[C:13]([C:27]2[C:22]([F:21])=[N:23][CH:24]=[CH:25][CH:26]=2)[CH2:14]1. (6) Given the reactants OC1C(=O)NN=C(CCC2C=CC=CC=2)C=1.C([O:24][C:25]1[N:26]=[N:27][C:28](/[CH:39]=[CH:40]/[C:41]2[CH:46]=[CH:45][C:44]([C:47]([F:50])([F:49])[F:48])=[CH:43][C:42]=2[CH3:51])=[CH:29][C:30]=1[O:31]CC1C=CC=CC=1)C1C=CC=CC=1, predict the reaction product. The product is: [OH:31][C:30]1[C:25](=[O:24])[NH:26][N:27]=[C:28]([CH2:39][CH2:40][C:41]2[CH:46]=[CH:45][C:44]([C:47]([F:49])([F:48])[F:50])=[CH:43][C:42]=2[CH3:51])[CH:29]=1.